Task: Regression. Given two drug SMILES strings and cell line genomic features, predict the synergy score measuring deviation from expected non-interaction effect.. Dataset: NCI-60 drug combinations with 297,098 pairs across 59 cell lines (1) Drug 1: CCC1=C2CN3C(=CC4=C(C3=O)COC(=O)C4(CC)O)C2=NC5=C1C=C(C=C5)O. Drug 2: C1CN1C2=NC(=NC(=N2)N3CC3)N4CC4. Cell line: HOP-92. Synergy scores: CSS=31.7, Synergy_ZIP=-8.47, Synergy_Bliss=-1.10, Synergy_Loewe=3.12, Synergy_HSA=3.86. (2) Drug 1: COC1=NC(=NC2=C1N=CN2C3C(C(C(O3)CO)O)O)N. Drug 2: C1C(C(OC1N2C=NC3=C2NC=NCC3O)CO)O. Cell line: UACC62. Synergy scores: CSS=0.0705, Synergy_ZIP=0.307, Synergy_Bliss=0.121, Synergy_Loewe=-1.06, Synergy_HSA=-1.01.